From a dataset of Forward reaction prediction with 1.9M reactions from USPTO patents (1976-2016). Predict the product of the given reaction. (1) Given the reactants [CH3:1][N:2]1[C:6]([C:7]2[CH:8]=[C:9]3[C:13](=[CH:14][CH:15]=2)[NH:12][C:11](=O)[CH2:10]3)=[CH:5][C:4]([C:17]2[CH:18]=[N:19][CH:20]=[CH:21][CH:22]=2)=[N:3]1.P(Br)(Br)([Br:25])=O.N1C=CN=C1.C([O-])(O)=O.[Na+], predict the reaction product. The product is: [Br:25][C:11]1[NH:12][C:13]2[C:9]([CH:10]=1)=[CH:8][C:7]([C:6]1[N:2]([CH3:1])[N:3]=[C:4]([C:17]3[CH:18]=[N:19][CH:20]=[CH:21][CH:22]=3)[CH:5]=1)=[CH:15][CH:14]=2. (2) The product is: [Cl:41][C:42]([Cl:47])([Cl:46])[C:43]([C:3]1[N:4]2[C:5]([CH2:6][N:7]([C:15]([C:17]3[CH:22]=[CH:21][C:20]([C:23]4[CH:28]=[CH:27][CH:26]=[CH:25][C:24]=4[O:29][CH3:30])=[C:19]([CH3:31])[CH:18]=3)=[O:16])[C:8]3[CH:14]=[CH:13][CH:12]=[CH:11][C:9]=3[CH2:10]2)=[CH:1][CH:2]=1)=[O:44]. Given the reactants [CH:1]1[CH:2]=[CH:3][N:4]2[CH2:10][C:9]3[CH:11]=[CH:12][CH:13]=[CH:14][C:8]=3[N:7]([C:15]([C:17]3[CH:22]=[CH:21][C:20]([C:23]4[CH:28]=[CH:27][CH:26]=[CH:25][C:24]=4[O:29][CH3:30])=[C:19]([CH3:31])[CH:18]=3)=[O:16])[CH2:6][C:5]=12.C(N(CC)C(C)C)(C)C.[Cl:41][C:42]([Cl:47])([Cl:46])[C:43](Cl)=[O:44], predict the reaction product. (3) The product is: [CH3:22][C:23]1[N:27]([CH2:13][C:12]2[CH:15]=[CH:16][C:9]([N+:6]([O-:8])=[O:7])=[CH:10][CH:11]=2)[C:26]2[CH:28]=[CH:29][C:30]([C:32](=[O:41])[NH:33][CH2:34][C:35]3[CH:40]=[CH:39][CH:38]=[CH:37][N:36]=3)=[CH:31][C:25]=2[N:24]=1. Given the reactants CN(C)C=O.[N+:6]([C:9]1[CH:16]=[CH:15][C:12]([CH2:13]Br)=[CH:11][CH:10]=1)([O-:8])=[O:7].C(=O)(O)[O-].[Na+].[CH3:22][C:23]1[NH:24][C:25]2[CH:31]=[C:30]([C:32](=[O:41])[NH:33][CH2:34][C:35]3[CH:40]=[CH:39][CH:38]=[CH:37][N:36]=3)[CH:29]=[CH:28][C:26]=2[N:27]=1, predict the reaction product. (4) Given the reactants [CH3:1][O:2][C:3](=[O:13])[C:4]1[CH:9]=[CH:8][C:7]([CH2:10]Br)=[N:6][C:5]=1[Cl:12].[CH:14]([NH2:16])=[O:15].[CH:17](N)=[O:18].[Na], predict the reaction product. The product is: [CH3:1][O:2][C:3](=[O:13])[C:4]1[CH:9]=[CH:8][C:7]([CH2:10][N:16]([CH:17]=[O:18])[CH:14]=[O:15])=[N:6][C:5]=1[Cl:12]. (5) Given the reactants Cl[C:2]1[CH:7]=[C:6]([C:8]2[CH:13]=[CH:12][CH:11]=[CH:10][CH:9]=2)[N:5]=[C:4]([NH:14][C:15](=[O:29])[CH2:16][CH2:17][C:18]([C:20]2[CH:21]=[CH:22][C:23]3[O:27][CH2:26][CH2:25][C:24]=3[CH:28]=2)=[O:19])[CH:3]=1.C1(C2C=CC=CC=2)C=CC=CC=1P(C1CCCCC1)C1CCCCC1.C(=O)([O-])[O-].[K+].[K+].[OH:61][C:62]1[CH:67]=[CH:66][C:65](B2OC(C)(C)C(C)(C)O2)=[CH:64][C:63]=1[O:77][CH3:78], predict the reaction product. The product is: [O:27]1[C:23]2[CH:22]=[CH:21][C:20]([C:18](=[O:19])[CH2:17][CH2:16][C:15]([NH:14][C:4]3[CH:3]=[C:2]([C:65]4[CH:66]=[CH:67][C:62]([OH:61])=[C:63]([O:77][CH3:78])[CH:64]=4)[CH:7]=[C:6]([C:8]4[CH:13]=[CH:12][CH:11]=[CH:10][CH:9]=4)[N:5]=3)=[O:29])=[CH:28][C:24]=2[CH2:25][CH2:26]1. (6) The product is: [Cl:44][C:41]1[S:40][C:39]([C:37]2[O:36][N:35]=[C:34]([CH2:33][N:26]3[C:25]4[CH:45]=[CH:46][C:22]([C:20]([OH:19])=[O:21])=[CH:23][C:24]=4[N:28]=[C:27]3[C:29](=[O:14])[NH:12][CH:9]3[CH2:10][CH2:11][N:6]([CH:3]4[CH2:5][CH2:4]4)[CH2:7][CH2:8]3)[CH:38]=2)=[CH:43][CH:42]=1. Given the reactants Cl.Cl.[CH:3]1([N:6]2[CH2:11][CH2:10][CH:9]([NH2:12])[CH2:8][CH2:7]2)[CH2:5][CH2:4]1.C([O-])(O)=[O:14].[Na+].C[O:19][C:20]([C:22]1[CH:46]=[CH:45][C:25]2[N:26]([CH2:33][C:34]3[CH:38]=[C:37]([C:39]4[S:40][C:41]([Cl:44])=[CH:42][CH:43]=4)[O:36][N:35]=3)[C:27]([C:29](Cl)(Cl)Cl)=[N:28][C:24]=2[CH:23]=1)=[O:21], predict the reaction product. (7) Given the reactants [CH3:1][O:2][C:3]1[C:4]2[N:5]([N:9]=[C:10]([C:12]3([CH2:15][OH:16])[CH2:14][CH2:13]3)[N:11]=2)[CH:6]=[CH:7][CH:8]=1.[I:17]N1C(=O)CCC1=O.B(F)(F)F.O.O.C([O-])(O)=O.[Na+].[O-]S([O-])(=S)=O.[Na+].[Na+], predict the reaction product. The product is: [I:17][C:6]1[N:5]2[N:9]=[C:10]([C:12]3([CH2:15][OH:16])[CH2:14][CH2:13]3)[N:11]=[C:4]2[C:3]([O:2][CH3:1])=[CH:8][CH:7]=1.